This data is from NCI-60 drug combinations with 297,098 pairs across 59 cell lines. The task is: Regression. Given two drug SMILES strings and cell line genomic features, predict the synergy score measuring deviation from expected non-interaction effect. (1) Drug 1: CC1=C(C=C(C=C1)NC2=NC=CC(=N2)N(C)C3=CC4=NN(C(=C4C=C3)C)C)S(=O)(=O)N.Cl. Drug 2: C1C(C(OC1N2C=C(C(=O)NC2=O)F)CO)O. Cell line: MOLT-4. Synergy scores: CSS=55.5, Synergy_ZIP=1.11, Synergy_Bliss=0.902, Synergy_Loewe=-23.5, Synergy_HSA=1.51. (2) Drug 1: CCC1(CC2CC(C3=C(CCN(C2)C1)C4=CC=CC=C4N3)(C5=C(C=C6C(=C5)C78CCN9C7C(C=CC9)(C(C(C8N6C=O)(C(=O)OC)O)OC(=O)C)CC)OC)C(=O)OC)O.OS(=O)(=O)O. Drug 2: C1C(C(OC1N2C=NC(=NC2=O)N)CO)O. Cell line: SF-295. Synergy scores: CSS=-2.67, Synergy_ZIP=7.23, Synergy_Bliss=3.71, Synergy_Loewe=-13.6, Synergy_HSA=-1.87. (3) Synergy scores: CSS=3.11, Synergy_ZIP=-0.169, Synergy_Bliss=1.83, Synergy_Loewe=-1.84, Synergy_HSA=-1.81. Drug 2: C1=CN(C=N1)CC(O)(P(=O)(O)O)P(=O)(O)O. Cell line: UO-31. Drug 1: C1=NC2=C(N=C(N=C2N1C3C(C(C(O3)CO)O)F)Cl)N. (4) Drug 1: CCN(CC)CCNC(=O)C1=C(NC(=C1C)C=C2C3=C(C=CC(=C3)F)NC2=O)C. Drug 2: C1=CC=C(C(=C1)C(C2=CC=C(C=C2)Cl)C(Cl)Cl)Cl. Cell line: UACC62. Synergy scores: CSS=1.86, Synergy_ZIP=-3.74, Synergy_Bliss=-2.84, Synergy_Loewe=-4.12, Synergy_HSA=-2.33. (5) Drug 1: CC=C1C(=O)NC(C(=O)OC2CC(=O)NC(C(=O)NC(CSSCCC=C2)C(=O)N1)C(C)C)C(C)C. Drug 2: C(CCl)NC(=O)N(CCCl)N=O. Cell line: HL-60(TB). Synergy scores: CSS=68.1, Synergy_ZIP=-2.52, Synergy_Bliss=-3.41, Synergy_Loewe=-40.3, Synergy_HSA=-1.74. (6) Drug 1: C1CC(C1)(C(=O)O)C(=O)O.[NH2-].[NH2-].[Pt+2]. Drug 2: CN(C(=O)NC(C=O)C(C(C(CO)O)O)O)N=O. Cell line: HOP-62. Synergy scores: CSS=-7.85, Synergy_ZIP=7.82, Synergy_Bliss=9.48, Synergy_Loewe=2.49, Synergy_HSA=4.13.